This data is from TCR-epitope binding with 47,182 pairs between 192 epitopes and 23,139 TCRs. The task is: Binary Classification. Given a T-cell receptor sequence (or CDR3 region) and an epitope sequence, predict whether binding occurs between them. (1) The TCR CDR3 sequence is CASSLTGGSQETQYF. The epitope is GTSGSPIINR. Result: 0 (the TCR does not bind to the epitope). (2) The epitope is YIFFASFYY. The TCR CDR3 sequence is CASSFGGGVFNEQFF. Result: 0 (the TCR does not bind to the epitope). (3) The epitope is SSNVANYQK. The TCR CDR3 sequence is CSARHSVGTGSNYGYTF. Result: 1 (the TCR binds to the epitope). (4) The epitope is HPKVSSEVHI. The TCR CDR3 sequence is CASSLDKPPPDTGELFF. Result: 0 (the TCR does not bind to the epitope).